From a dataset of Forward reaction prediction with 1.9M reactions from USPTO patents (1976-2016). Predict the product of the given reaction. (1) Given the reactants [CH3:1][NH:2][CH2:3][CH2:4][CH:5]([C:16]1[CH:21]=[CH:20][CH:19]=[CH:18][CH:17]=1)[O:6][C:7]1[CH:12]=[CH:11][C:10]([CH2:13][CH2:14][OH:15])=[CH:9][CH:8]=1.[ClH:22].CCOC(C)=O, predict the reaction product. The product is: [ClH:22].[CH3:1][NH:2][CH2:3][CH2:4][CH:5]([C:16]1[CH:17]=[CH:18][CH:19]=[CH:20][CH:21]=1)[O:6][C:7]1[CH:12]=[CH:11][C:10]([CH2:13][CH2:14][OH:15])=[CH:9][CH:8]=1. (2) Given the reactants [CH3:1][C:2]1[CH:8]=[CH:7][CH:6]=[CH:5][C:3]=1[NH2:4].[C:9](OC)(=[O:14])[CH2:10][C:11]([CH3:13])=O, predict the reaction product. The product is: [CH3:13][C:11]1[CH:10]=[C:9]([OH:14])[C:5]2[C:3](=[C:2]([CH3:1])[CH:8]=[CH:7][CH:6]=2)[N:4]=1. (3) Given the reactants [Cl:1][C:2]1[CH:3]=[N:4][C:5]2[N:6]([N:8]=[C:9]([C:11]([OH:13])=O)[CH:10]=2)[CH:7]=1.[CH3:14][CH:15]1[CH2:20][C:19]([C:21]2[NH:25][N:24]=[N:23][N:22]=2)=[CH:18][CH2:17][NH:16]1, predict the reaction product. The product is: [Cl:1][C:2]1[CH:3]=[N:4][C:5]2[N:6]([N:8]=[C:9]([C:11]([N:16]3[CH2:17][CH:18]=[C:19]([C:21]4[NH:25][N:24]=[N:23][N:22]=4)[CH2:20][CH:15]3[CH3:14])=[O:13])[CH:10]=2)[CH:7]=1. (4) Given the reactants C([N-]C(C)C)(C)C.[Li+].[Cl:9][C:10]1[C:15]([F:16])=[CH:14][CH:13]=[CH:12][N:11]=1.[Cl:17]C(Cl)(Cl)C(Cl)(Cl)Cl, predict the reaction product. The product is: [Cl:9][C:10]1[C:15]([F:16])=[C:14]([Cl:17])[CH:13]=[CH:12][N:11]=1. (5) Given the reactants [O:1]1[C:10]2[C:5](=[CH:6][C:7]([OH:11])=[CH:8][CH:9]=2)[CH2:4][CH2:3][CH2:2]1.C([Mg]Cl)(C)C.[C:17]1([CH:23]([C:35]2[CH:40]=[CH:39][CH:38]=[CH:37][CH:36]=2)[N:24]2[C:32]3[C:27](=[CH:28][CH:29]=[CH:30][CH:31]=3)[C:26](=[O:33])[C:25]2=[O:34])[CH:22]=[CH:21][CH:20]=[CH:19][CH:18]=1.[Cl-].[NH4+], predict the reaction product. The product is: [C:35]1([CH:23]([C:17]2[CH:22]=[CH:21][CH:20]=[CH:19][CH:18]=2)[N:24]2[C:32]3[C:27](=[CH:28][CH:29]=[CH:30][CH:31]=3)[C:26]([OH:33])([C:8]3[CH:9]=[C:10]4[C:5]([CH2:4][CH2:3][CH2:2][O:1]4)=[CH:6][C:7]=3[OH:11])[C:25]2=[O:34])[CH:36]=[CH:37][CH:38]=[CH:39][CH:40]=1. (6) Given the reactants [F:1][C:2]1[CH:3]=[C:4]2[C:10]([C:11]#[N:12])=[N:9][N:8]([CH2:13][CH2:14][C:15]([F:21])([F:20])[C:16]([F:19])([F:18])[F:17])[C:5]2=[N:6][CH:7]=1.[NH2:22][C:23]1[NH:27][N:26]=[C:25]([CH3:28])[C:24]=1[C:29]#[N:30], predict the reaction product. The product is: [F:1][C:2]1[CH:3]=[C:4]2[C:10]([C:11]3[N:22]=[C:23]4[NH:27][N:26]=[C:25]([CH3:28])[C:24]4=[C:29]([NH2:30])[N:12]=3)=[N:9][N:8]([CH2:13][CH2:14][C:15]([F:21])([F:20])[C:16]([F:18])([F:19])[F:17])[C:5]2=[N:6][CH:7]=1. (7) Given the reactants [Cl:1][C:2]1[C:10]2[C:5](=[CH:6][C:7]([S:11]([NH:14][C@H:15]3[CH2:19][CH2:18][N:17]([C:20]4[CH:21]=[C:22]5[C:26](=[CH:27][CH:28]=4)[CH:25]([N:29]([CH3:36])[C:30](=[O:35])[C:31]([F:34])([F:33])[F:32])[CH2:24][CH2:23]5)[C:16]3=[O:37])(=[O:13])=[O:12])=[CH:8][CH:9]=2)[N:4]([Si](C(C)C)(C(C)C)C(C)C)[CH:3]=1.O.[F-].C([N+](CC)(CC)CC)C.[Cl-].[NH4+].O, predict the reaction product. The product is: [Cl:1][C:2]1[C:10]2[C:5](=[CH:6][C:7]([S:11]([NH:14][C@H:15]3[CH2:19][CH2:18][N:17]([C:20]4[CH:21]=[C:22]5[C:26](=[CH:27][CH:28]=4)[CH:25]([N:29]([CH3:36])[C:30](=[O:35])[C:31]([F:34])([F:32])[F:33])[CH2:24][CH2:23]5)[C:16]3=[O:37])(=[O:13])=[O:12])=[CH:8][CH:9]=2)[NH:4][CH:3]=1. (8) Given the reactants FC(F)(F)S(O[C:7]1[CH:16]=[CH:15][C:14]2[C:9](=[C:10]([Cl:17])[CH:11]=[CH:12][N:13]=2)[N:8]=1)(=O)=O.CC1(C)C(C)(C)OB([C:28]2[CH:29]=[C:30]([S:34]([NH2:37])(=[O:36])=[O:35])[CH:31]=[N:32][CH:33]=2)O1, predict the reaction product. The product is: [Cl:17][C:10]1[CH:11]=[CH:12][N:13]=[C:14]2[C:9]=1[N:8]=[C:7]([C:28]1[CH:29]=[C:30]([S:34]([NH2:37])(=[O:36])=[O:35])[CH:31]=[N:32][CH:33]=1)[CH:16]=[CH:15]2. (9) Given the reactants Cl.Cl.Cl.S1C(C2C=CN=C([NH:15][CH2:16][CH2:17][CH2:18][N:19]3[CH2:24][CH2:23][N:22]([CH3:25])[CH2:21][CH2:20]3)N=2)=CC2C=CC=CC1=2.Cl[C:31]1[N:36]=[C:35]([C:37]2[S:41][C:40]3[C:42]([O:46][CH3:47])=[CH:43][CH:44]=[CH:45][C:39]=3[CH:38]=2)[C:34]([Cl:48])=[CH:33][N:32]=1.NCCCN1CCN(C)CC1, predict the reaction product. The product is: [Cl:48][C:34]1[C:35]([C:37]2[S:41][C:40]3[C:42]([O:46][CH3:47])=[CH:43][CH:44]=[CH:45][C:39]=3[CH:38]=2)=[N:36][C:31]([NH:15][CH2:16][CH2:17][CH2:18][N:19]2[CH2:20][CH2:21][N:22]([CH3:25])[CH2:23][CH2:24]2)=[N:32][CH:33]=1. (10) Given the reactants [CH3:1][C:2]1[N:3]=[C:4]([C:7]2([N:13]([C:17]3[CH:22]=[CH:21][CH:20]=[CH:19][CH:18]=3)[C:14](=[O:16])[CH3:15])[CH2:12][CH2:11][NH:10][CH2:9][CH2:8]2)[S:5][CH:6]=1.[C:23]1([CH:33]=O)[C:32]2[C:27](=[CH:28][CH:29]=[CH:30][CH:31]=2)[CH:26]=[CH:25][CH:24]=1.C(O[BH-](OC(=O)C)OC(=O)C)(=O)C.[Na+].C(OCC)(=O)C, predict the reaction product. The product is: [CH3:1][C:2]1[N:3]=[C:4]([C:7]2([N:13]([C:17]3[CH:18]=[CH:19][CH:20]=[CH:21][CH:22]=3)[C:14](=[O:16])[CH3:15])[CH2:12][CH2:11][N:10]([CH2:33][C:23]3[C:32]4[C:27](=[CH:28][CH:29]=[CH:30][CH:31]=4)[CH:26]=[CH:25][CH:24]=3)[CH2:9][CH2:8]2)[S:5][CH:6]=1.